Dataset: Catalyst prediction with 721,799 reactions and 888 catalyst types from USPTO. Task: Predict which catalyst facilitates the given reaction. (1) Reactant: [CH2:1]([O:8][C:9]1[CH:10]=[C:11]([CH:13]=[CH:14][CH:15]=1)[NH2:12])[C:2]1[CH:7]=[CH:6][CH:5]=[CH:4][CH:3]=1.[C:16](Cl)(=[O:23])[C:17]1[CH:22]=[CH:21][CH:20]=[CH:19][CH:18]=1. Product: [C:17]1([C:16]([NH:12][C:11]2[CH:13]=[CH:14][CH:15]=[C:9]([O:8][CH2:1][C:2]3[CH:3]=[CH:4][CH:5]=[CH:6][CH:7]=3)[CH:10]=2)=[O:23])[CH:22]=[CH:21][CH:20]=[CH:19][CH:18]=1. The catalyst class is: 34. (2) Reactant: [O:1]1[C:5]2[CH:6]=[CH:7][C:8]([C:10]3([CH2:25][C:26]([O:28]C)=[O:27])[C:18]4[C:13](=[CH:14][CH:15]=[CH:16][CH:17]=4)[N:12]([CH2:19][CH2:20][CH2:21][CH2:22][CH3:23])[C:11]3=[O:24])=[CH:9][C:4]=2[O:3][CH2:2]1.O.[OH-].[Li+]. Product: [O:1]1[C:5]2[CH:6]=[CH:7][C:8]([C:10]3([CH2:25][C:26]([OH:28])=[O:27])[C:18]4[C:13](=[CH:14][CH:15]=[CH:16][CH:17]=4)[N:12]([CH2:19][CH2:20][CH2:21][CH2:22][CH3:23])[C:11]3=[O:24])=[CH:9][C:4]=2[O:3][CH2:2]1. The catalyst class is: 20. (3) Reactant: [CH3:1][C:2]1[CH:3]=[CH:4][C:5]([OH:24])=[C:6]([C@@H:8]([C:18]2[CH:19]=[CH:20][CH:21]=[CH:22][CH:23]=2)[CH2:9][CH2:10][N:11]([CH:15]([CH3:17])[CH3:16])[CH:12]([CH3:14])[CH3:13])[CH:7]=1.[C:25]([OH:34])(=[O:33])[CH:26]([CH:28]([C:30]([OH:32])=[O:31])[OH:29])[OH:27]. Product: [CH3:1][C:2]1[CH:3]=[CH:4][C:5]([OH:24])=[C:6]([C@@H:8]([C:18]2[CH:19]=[CH:20][CH:21]=[CH:22][CH:23]=2)[CH2:9][CH2:10][N:11]([CH:12]([CH3:14])[CH3:13])[CH:15]([CH3:16])[CH3:17])[CH:7]=1.[CH:26]([OH:27])([C:25]([OH:34])=[O:33])[CH:28]([OH:29])[C:30]([OH:32])=[O:31]. The catalyst class is: 282. (4) Reactant: [O:1]1[CH2:6][CH2:5][CH:4]([N:7]2[CH2:12][CH2:11][CH:10]([NH2:13])[CH2:9][CH2:8]2)[CH2:3][CH2:2]1.O.C(N(CC)CC)C.Cl[C:23]1[CH:28]=[CH:27][C:26]([S:29]([NH2:32])(=[O:31])=[O:30])=[CH:25][C:24]=1[N+:33]([O-:35])=[O:34]. Product: [N+:33]([C:24]1[CH:25]=[C:26]([S:29]([NH2:32])(=[O:30])=[O:31])[CH:27]=[CH:28][C:23]=1[NH:13][CH:10]1[CH2:11][CH2:12][N:7]([CH:4]2[CH2:3][CH2:2][O:1][CH2:6][CH2:5]2)[CH2:8][CH2:9]1)([O-:35])=[O:34]. The catalyst class is: 12. (5) Reactant: [CH2:1]([O:8][C:9]1[C:10]([NH:16][C:17]2[S:18][CH:19]=[C:20]([CH2:22][CH2:23][C:24](O)=[O:25])[N:21]=2)=[N:11][CH:12]=[C:13]([Br:15])[CH:14]=1)[C:2]1[CH:7]=[CH:6][CH:5]=[CH:4][CH:3]=1.C(N(CC)C(C)C)(C)C.CN(C(F)=[N+](C)C)C.F[P-](F)(F)(F)(F)F.O[NH:52][C:53](=[NH:55])[CH3:54]. Product: [CH2:1]([O:8][C:9]1[C:10]([NH:16][C:17]2[S:18][CH:19]=[C:20]([CH2:22][CH2:23][C:24]3[O:25][N:55]=[C:53]([CH3:54])[N:52]=3)[N:21]=2)=[N:11][CH:12]=[C:13]([Br:15])[CH:14]=1)[C:2]1[CH:3]=[CH:4][CH:5]=[CH:6][CH:7]=1. The catalyst class is: 39. (6) Reactant: [Cl:1][C:2]1[CH:7]=[CH:6][CH:5]=[CH:4][C:3]=1[C:8]1[C:12]([C:13]2[NH:14][CH:15]=[CH:16][N:17]=2)=[CH:11][N:10]([C:18]2[C:23]([CH3:24])=[CH:22][N:21]=[C:20]([F:25])[CH:19]=2)[N:9]=1.[H-].[Na+].Cl[CH2:29][O:30][CH2:31][CH2:32][Si:33]([CH3:36])([CH3:35])[CH3:34]. Product: [Cl:1][C:2]1[CH:7]=[CH:6][CH:5]=[CH:4][C:3]=1[C:8]1[C:12]([C:13]2[N:17]([CH2:29][O:30][CH2:31][CH2:32][Si:33]([CH3:36])([CH3:35])[CH3:34])[CH:16]=[CH:15][N:14]=2)=[CH:11][N:10]([C:18]2[C:23]([CH3:24])=[CH:22][N:21]=[C:20]([F:25])[CH:19]=2)[N:9]=1. The catalyst class is: 18. (7) Reactant: C(N(CC)C(C)C)(C)C.[CH:10]1[CH:15]=[CH:14][C:13]([CH2:16][CH2:17][NH2:18])=[CH:12][CH:11]=1.[NH2:19][C:20]([NH:22][C:23]1[NH:24][C:25]2[C:30]([C:31]=1[C:32](=[O:34])[NH2:33])=[CH:29][CH:28]=[C:27]([C:35]([OH:37])=O)[CH:26]=2)=[O:21]. Product: [NH2:19][C:20]([NH:22][C:23]1[NH:24][C:25]2[C:30]([C:31]=1[C:32]([NH2:33])=[O:34])=[CH:29][CH:28]=[C:27]([C:35]([NH:18][CH2:17][CH2:16][C:13]1[CH:14]=[CH:15][CH:10]=[CH:11][CH:12]=1)=[O:37])[CH:26]=2)=[O:21]. The catalyst class is: 9. (8) Reactant: [CH3:1][C:2]1[C:7](=[O:8])[C:6]([CH3:9])=[C:5]([CH3:10])[C:4](=[O:11])[C:3]=1[CH2:12][C:13]1[CH:18]=[CH:17][C:16]([CH2:19][CH2:20][C:21]([OH:23])=O)=[CH:15][CH:14]=1.[CH:24]([NH2:27])([CH3:26])[CH3:25].Cl.C(N=C=NCCCN(C)C)C. Product: [CH3:1][C:2]1[C:7](=[O:8])[C:6]([CH3:9])=[C:5]([CH3:10])[C:4](=[O:11])[C:3]=1[CH2:12][C:13]1[CH:14]=[CH:15][C:16]([CH2:19][CH2:20][C:21]([NH:27][CH:24]([CH3:26])[CH3:25])=[O:23])=[CH:17][CH:18]=1. The catalyst class is: 2. (9) Reactant: [CH3:1][S:2]([C:5]1[CH:10]=[CH:9][C:8]([OH:11])=[CH:7][CH:6]=1)(=[O:4])=[O:3].C(=O)([O-])[O-].[Cs+].[Cs+].Cl[C:19]1[N:24]=[CH:23][N:22]=[C:21]2[N:25]([CH:28]3[CH2:33][CH2:32][CH2:31][CH2:30][O:29]3)[N:26]=[CH:27][C:20]=12.C(=O)(O)[O-].[Na+]. Product: [CH3:1][S:2]([C:5]1[CH:10]=[CH:9][C:8]([O:11][C:19]2[N:24]=[CH:23][N:22]=[C:21]3[N:25]([CH:28]4[CH2:33][CH2:32][CH2:31][CH2:30][O:29]4)[N:26]=[CH:27][C:20]=23)=[CH:7][CH:6]=1)(=[O:3])=[O:4]. The catalyst class is: 9.